From a dataset of Peptide-MHC class I binding affinity with 185,985 pairs from IEDB/IMGT. Regression. Given a peptide amino acid sequence and an MHC pseudo amino acid sequence, predict their binding affinity value. This is MHC class I binding data. (1) The peptide sequence is IPPGNSGEET. The MHC is Mamu-A01 with pseudo-sequence Mamu-A01. The binding affinity (normalized) is 0. (2) The peptide sequence is RPMREVRFL. The MHC is HLA-A02:03 with pseudo-sequence HLA-A02:03. The binding affinity (normalized) is 0.0218.